This data is from HIV replication inhibition screening data with 41,000+ compounds from the AIDS Antiviral Screen. The task is: Binary Classification. Given a drug SMILES string, predict its activity (active/inactive) in a high-throughput screening assay against a specified biological target. (1) The molecule is CCSC(=O)C1(C)Cc2ccccc2O1. The result is 0 (inactive). (2) The drug is CC(C)(C)c1ccc(-c2nc3ccccc3c(=O)o2)cc1. The result is 0 (inactive). (3) The molecule is Cc1ccc2c(c1)CC1(C2=O)C(c2ccccc2)C2C(=O)c3ccc(C)cc3C2C1c1ccccc1. The result is 0 (inactive). (4) The compound is Cc1cccc(C)c1NC(=S)NNC(=O)NNC(=S)Nc1c(C)cccc1C. The result is 0 (inactive). (5) The compound is Oc1ccc(C(=C(Br)c2ccccc2)c2ccc(O)cc2)cc1. The result is 0 (inactive). (6) The molecule is CN(C)CCCNC(=O)CCNC(=O)c1cc(NC(=O)c2cc(NC(=O)c3cc(NC(=O)CCCNC(=O)c4cc(NC(=O)c5cc(NC(=O)c6nccn6C)cn5C)cn4C)cn3C)cn2C)cn1C.O=C(O)C(F)(F)F. The result is 0 (inactive).